Dataset: Catalyst prediction with 721,799 reactions and 888 catalyst types from USPTO. Task: Predict which catalyst facilitates the given reaction. (1) Reactant: [CH3:1][O:2][C:3]1[C:4]([O:20][CH2:21][CH2:22][N:23]2[CH2:28][CH2:27][O:26][CH2:25][CH2:24]2)=[CH:5][C:6]2[CH:15]=[C:14]3[C:9]([C:10](=O)[C:11]([C:16]#[N:17])=[CH:12][NH:13]3)=[CH:8][C:7]=2[CH:19]=1.P(Cl)(Cl)([Cl:31])=O. Product: [Cl:31][C:10]1[C:9]2[C:14](=[CH:15][C:6]3[CH:5]=[C:4]([O:20][CH2:21][CH2:22][N:23]4[CH2:28][CH2:27][O:26][CH2:25][CH2:24]4)[C:3]([O:2][CH3:1])=[CH:19][C:7]=3[CH:8]=2)[N:13]=[CH:12][C:11]=1[C:16]#[N:17]. The catalyst class is: 11. (2) Reactant: [F:1][C:2]1[CH:3]=[C:4]([CH:9]([N:14]2[C:22](=[O:23])[C:21]3[C:16](=[CH:17][CH:18]=[CH:19][CH:20]=3)[C:15]2=[O:24])[CH2:10]C(O)=O)[CH:5]=[CH:6][C:7]=1[F:8].C([N:27]([CH2:30]C)CC)C.C1(P(N=[N+]=[N-])(C2C=CC=CC=2)=[O:39])C=CC=CC=1.[C:49]([OH:53])([CH3:52])([CH3:51])[CH3:50]. Product: [C:49]([O:53][C:30](=[O:39])[NH:27][CH2:10][CH:9]([C:4]1[CH:5]=[CH:6][C:7]([F:8])=[C:2]([F:1])[CH:3]=1)[N:14]1[C:15](=[O:24])[C:16]2[C:21](=[CH:20][CH:19]=[CH:18][CH:17]=2)[C:22]1=[O:23])([CH3:52])([CH3:51])[CH3:50]. The catalyst class is: 11. (3) Reactant: [NH2:1][CH2:2][CH:3]([OH:35])[CH2:4][C@@:5]1([C:28]2[CH:33]=[CH:32][C:31]([F:34])=[CH:30][CH:29]=2)[O:10][C:9](=[O:11])[N:8]([C@H:12]([C:14]2[CH:19]=[CH:18][C:17]([C:20]3[CH:25]=[CH:24][C:23]([F:26])=[CH:22][C:21]=3[F:27])=[CH:16][CH:15]=2)[CH3:13])[CH2:7][CH2:6]1.Cl.[NH2:37][C:38](N)=[O:39].C([O-])(O)=O.[Na+]. Product: [F:27][C:21]1[CH:22]=[C:23]([F:26])[CH:24]=[CH:25][C:20]=1[C:17]1[CH:16]=[CH:15][C:14]([C@@H:12]([N:8]2[CH2:7][CH2:6][C@:5]([CH2:4][CH:3]([OH:35])[CH2:2][NH:1][C:38]([NH2:37])=[O:39])([C:28]3[CH:29]=[CH:30][C:31]([F:34])=[CH:32][CH:33]=3)[O:10][C:9]2=[O:11])[CH3:13])=[CH:19][CH:18]=1. The catalyst class is: 315. (4) Reactant: [Al+3].[Cl-].[Cl-].[Cl-].C[O:6][C:7]1[CH:12]=[CH:11][C:10]([O:13][CH3:14])=[CH:9][CH:8]=1.[C:15](Cl)(=[O:19])[CH:16]([CH3:18])[CH3:17]. Product: [OH:6][C:7]1[CH:12]=[CH:11][C:10]([O:13][CH3:14])=[CH:9][C:8]=1[C:15](=[O:19])[CH:16]([CH3:18])[CH3:17]. The catalyst class is: 26. (5) Reactant: [CH3:1][N:2]1[CH:10]=[C:9]2[C:4]([CH:5]=[C:6]([NH:11][C:12]([C:14]3[CH:19]=[CH:18][CH:17]=[CH:16][C:15]=3[NH:20][CH2:21][C:22]3[CH:27]=[CH:26][N:25]=[C:24]([NH:28][C:29]([N:31]4[CH2:36][CH2:35][S:34][CH2:33][CH2:32]4)=[O:30])[CH:23]=3)=[O:13])[CH:7]=[CH:8]2)=[N:3]1.I([O-])(=O)(=O)=[O:38].[Na+]. Product: [CH3:1][N:2]1[CH:10]=[C:9]2[C:4]([CH:5]=[C:6]([NH:11][C:12]([C:14]3[CH:19]=[CH:18][CH:17]=[CH:16][C:15]=3[NH:20][CH2:21][C:22]3[CH:27]=[CH:26][N:25]=[C:24]([NH:28][C:29]([N:31]4[CH2:32][CH2:33][S:34](=[O:38])[CH2:35][CH2:36]4)=[O:30])[CH:23]=3)=[O:13])[CH:7]=[CH:8]2)=[N:3]1. The catalyst class is: 24. (6) Reactant: [CH3:1][N:2]1[CH2:7][CH2:6][CH:5]([N:8]2[CH2:13][CH2:12][CH:11]([NH:14][CH2:15][C:16]3[CH:21]=[CH:20][C:19]([C:22]([C:24]4[CH:29]=[CH:28][N:27]=[CH:26][CH:25]=4)=[O:23])=[CH:18][CH:17]=3)[CH2:10][CH2:9]2)[CH2:4][CH2:3]1.[BH4-].[Na+]. Product: [CH3:1][N:2]1[CH2:7][CH2:6][CH:5]([N:8]2[CH2:9][CH2:10][CH:11]([NH:14][CH2:15][C:16]3[CH:21]=[CH:20][C:19]([CH:22]([C:24]4[CH:29]=[CH:28][N:27]=[CH:26][CH:25]=4)[OH:23])=[CH:18][CH:17]=3)[CH2:12][CH2:13]2)[CH2:4][CH2:3]1. The catalyst class is: 5. (7) Reactant: Cl[CH2:2][C:3]1[CH:8]=[CH:7][C:6]([C:9]2[S:17][C:16]3[C:11](=[N:12][CH:13]=[CH:14][C:15]=3[O:18][C:19]3[CH:24]=[CH:23][C:22]([N+:25]([O-:27])=[O:26])=[CH:21][C:20]=3[F:28])[CH:10]=2)=[CH:5][CH:4]=1.[NH:29]1[CH2:34][CH2:33][O:32][CH2:31][CH2:30]1. Product: [F:28][C:20]1[CH:21]=[C:22]([N+:25]([O-:27])=[O:26])[CH:23]=[CH:24][C:19]=1[O:18][C:15]1[CH:14]=[CH:13][N:12]=[C:11]2[CH:10]=[C:9]([C:6]3[CH:7]=[CH:8][C:3]([CH2:2][N:29]4[CH2:34][CH2:33][O:32][CH2:31][CH2:30]4)=[CH:4][CH:5]=3)[S:17][C:16]=12. The catalyst class is: 3. (8) Reactant: [CH2:1]([O:3][C:4]([C:6]1[O:14][C:13]2[C:12]([C:15]3[CH:20]=[CH:19][CH:18]=[CH:17][CH:16]=3)=[CH:11][N:10]=[CH:9][C:8]=2[C:7]=1[NH:21][C:22]1[CH:27]=[CH:26][C:25]([Si](C)(C)C)=[CH:24][C:23]=1[F:32])=[O:5])[CH3:2].[I:33]Cl.[O-]S([O-])(=S)=O.[Na+].[Na+]. Product: [CH2:1]([O:3][C:4]([C:6]1[O:14][C:13]2[C:12]([C:15]3[CH:20]=[CH:19][CH:18]=[CH:17][CH:16]=3)=[CH:11][N:10]=[CH:9][C:8]=2[C:7]=1[NH:21][C:22]1[CH:27]=[CH:26][C:25]([I:33])=[CH:24][C:23]=1[F:32])=[O:5])[CH3:2]. The catalyst class is: 2.